Dataset: NCI-60 drug combinations with 297,098 pairs across 59 cell lines. Task: Regression. Given two drug SMILES strings and cell line genomic features, predict the synergy score measuring deviation from expected non-interaction effect. (1) Drug 1: CN(C)N=NC1=C(NC=N1)C(=O)N. Drug 2: C1=NC(=NC(=O)N1C2C(C(C(O2)CO)O)O)N. Cell line: KM12. Synergy scores: CSS=8.81, Synergy_ZIP=1.49, Synergy_Bliss=-1.70, Synergy_Loewe=-3.43, Synergy_HSA=-3.28. (2) Drug 1: C1CNP(=O)(OC1)N(CCCl)CCCl. Drug 2: C1C(C(OC1N2C=NC(=NC2=O)N)CO)O. Cell line: MALME-3M. Synergy scores: CSS=8.96, Synergy_ZIP=-2.11, Synergy_Bliss=1.08, Synergy_Loewe=2.09, Synergy_HSA=-0.693. (3) Drug 2: C(CC(=O)O)C(=O)CN.Cl. Drug 1: CCC1=C2CN3C(=CC4=C(C3=O)COC(=O)C4(CC)O)C2=NC5=C1C=C(C=C5)O. Synergy scores: CSS=32.1, Synergy_ZIP=-8.29, Synergy_Bliss=0.960, Synergy_Loewe=-48.7, Synergy_HSA=1.62. Cell line: UO-31.